Dataset: Reaction yield outcomes from USPTO patents with 853,638 reactions. Task: Predict the reaction yield, written as a fraction of the theoretical maximum amount of product (1.0 means a 100% yield; for example, 0.34 means a 34% yield). (1) The reactants are O/[N:2]=[C:3]1/[C:4](=O)[C:5]2[C:10]([CH2:11]/1)=[CH:9][CH:8]=[C:7]([O:12][CH3:13])[CH:6]=2.P(Cl)(Cl)(Cl)(Cl)[Cl:16].[ClH:21]. The catalyst is O=P(Cl)(Cl)Cl. The product is [Cl:21][C:4]1[C:5]2[C:10](=[CH:9][CH:8]=[C:7]([O:12][CH3:13])[CH:6]=2)[CH:11]=[C:3]([Cl:16])[N:2]=1. The yield is 0.850. (2) The reactants are [NH:1]1[C:9]2[C:4](=[CH:5][C:6]([C:10]([O:12][CH3:13])=[O:11])=[CH:7][CH:8]=2)[CH:3]=[CH:2]1.[F:14][C:15]1[CH:20]=[CH:19][C:18](I)=[CH:17][CH:16]=1.CN[C@@H]1CCCC[C@H]1NC. The catalyst is [Cu](I)I.C1(C)C=CC=CC=1. The product is [F:14][C:15]1[CH:20]=[CH:19][C:18]([N:1]2[C:9]3[C:4](=[CH:5][C:6]([C:10]([O:12][CH3:13])=[O:11])=[CH:7][CH:8]=3)[CH:3]=[CH:2]2)=[CH:17][CH:16]=1. The yield is 0.580. (3) The reactants are C[O:2][C:3]([C:5]1[CH:6]=[C:7]([CH:46]=[CH:47][CH:48]=1)[CH2:8][N:9]([C:33]1[CH:38]=[CH:37][CH:36]=[C:35]([CH2:39][N:40]2[CH2:45][CH2:44][CH2:43][CH2:42][CH2:41]2)[CH:34]=1)[C:10](=[O:32])[CH2:11][CH2:12][N:13]1[CH2:17][CH2:16][N:15]([CH2:18][C:19]2[CH:24]=[C:23]([CH3:25])[CH:22]=[C:21]([CH3:26])[CH:20]=2)[C:14]1=[C:27]([C:30]#[N:31])[C:28]#[N:29])=[O:4].[OH-].[Li+].CO. The catalyst is O1CCCC1. The product is [C:3]([C:5]1[CH:6]=[C:7]([CH:46]=[CH:47][CH:48]=1)[CH2:8][N:9]([C:33]1[CH:38]=[CH:37][CH:36]=[C:35]([CH2:39][N:40]2[CH2:41][CH2:42][CH2:43][CH2:44][CH2:45]2)[CH:34]=1)[C:10](=[O:32])[CH2:11][CH2:12][N:13]1[CH2:17][CH2:16][N:15]([CH2:18][C:19]2[CH:20]=[C:21]([CH3:26])[CH:22]=[C:23]([CH3:25])[CH:24]=2)[C:14]1=[C:27]([C:28]#[N:29])[C:30]#[N:31])([OH:4])=[O:2]. The yield is 0.590. (4) The reactants are [CH2:1]([Mg]Br)[CH:2]=[CH2:3].C(OCC)C.[F:11][C:12]([F:19])([F:18])[C:13]([O:15]CC)=O.CC(O)C.Cl. No catalyst specified. The product is [F:19][C:12]([F:11])([F:18])[CH:13]([OH:15])[CH2:3][CH:2]=[CH2:1]. The yield is 0.690. (5) The reactants are C(=O)([O-])[O-].[Cs+].[Cs+].Cl[CH2:8][C:9]1[C:18]2[C:13](=[CH:14][CH:15]=[CH:16][CH:17]=2)[N:12]=[C:11]([CH3:19])[CH:10]=1.[I-].[K+].[OH:22][C:23]1[CH:28]=[CH:27][C:26]([S:29]([NH:32][CH2:33][C@H:34]([N:39]2[CH2:44][CH2:43][N:42]([S:45]([CH3:48])(=[O:47])=[O:46])[CH2:41][CH2:40]2)[C:35]([O:37][CH3:38])=[O:36])(=[O:31])=[O:30])=[CH:25][CH:24]=1. The catalyst is CC(C)=O. The product is [CH3:48][S:45]([N:42]1[CH2:41][CH2:40][N:39]([C@@H:34]([CH2:33][NH:32][S:29]([C:26]2[CH:25]=[CH:24][C:23]([O:22][CH2:8][C:9]3[C:18]4[C:13](=[CH:14][CH:15]=[CH:16][CH:17]=4)[N:12]=[C:11]([CH3:19])[CH:10]=3)=[CH:28][CH:27]=2)(=[O:31])=[O:30])[C:35]([O:37][CH3:38])=[O:36])[CH2:44][CH2:43]1)(=[O:46])=[O:47]. The yield is 0.320. (6) The product is [F:13][C:14]([F:23])([CH:18]([OH:22])[CH2:19][CH2:20][CH3:21])[C:15]([O:17][CH3:2])=[O:16]. The catalyst is CO. The yield is 0.580. The reactants are O.[C:2]1(C)C=CC(S(O)(=O)=O)=CC=1.[F:13][C:14]([F:23])([CH:18]([OH:22])[CH2:19][CH2:20][CH3:21])[C:15]([OH:17])=[O:16].C(=O)([O-])O.[Na+]. (7) The reactants are Cl.[NH2:2][C@H:3]([CH2:22][C:23]1[CH:28]=[CH:27][C:26]([O:29][CH3:30])=[CH:25][CH:24]=1)[C:4]([N:6]1[CH2:9][C:8]([O:17][CH2:18][CH2:19][CH2:20][CH3:21])([C:10]2[CH:15]=[CH:14][CH:13]=[CH:12][C:11]=2[CH3:16])[CH2:7]1)=[O:5].[CH3:31][C:32]1[N:36]=[CH:35][NH:34][C:33]=1[CH2:37][CH2:38][C:39](Cl)=[O:40].CN(C(ON1N=NC2C=CC=CC1=2)=[N+](C)C)C.[B-](F)(F)(F)F.C(N(CC)CC)C. The catalyst is CN(C)C=O.O. The product is [CH2:18]([O:17][C:8]1([C:10]2[CH:15]=[CH:14][CH:13]=[CH:12][C:11]=2[CH3:16])[CH2:7][N:6]([C:4](=[O:5])[C@H:3]([NH:2][C:39](=[O:40])[CH2:38][CH2:37][C:33]2[NH:34][CH:35]=[N:36][C:32]=2[CH3:31])[CH2:22][C:23]2[CH:24]=[CH:25][C:26]([O:29][CH3:30])=[CH:27][CH:28]=2)[CH2:9]1)[CH2:19][CH2:20][CH3:21]. The yield is 0.860.